This data is from Catalyst prediction with 721,799 reactions and 888 catalyst types from USPTO. The task is: Predict which catalyst facilitates the given reaction. (1) Reactant: [CH3:1][NH:2][CH3:3].C(O)C.[CH3:7][Si:8]([CH3:23])([CH2:17][CH2:18][Si:19]([CH3:22])([CH3:21])[CH3:20])[CH2:9][CH2:10][CH2:11][O:12][CH2:13][CH:14]1[CH2:16][O:15]1. The catalyst class is: 6. Product: [CH3:1][N:2]([CH3:3])[CH2:16][CH:14]([OH:15])[CH2:13][O:12][CH2:11][CH2:10][CH2:9][Si:8]([CH3:23])([CH3:7])[CH2:17][CH2:18][Si:19]([CH3:22])([CH3:21])[CH3:20]. (2) Reactant: [Br:1][C:2]1[CH:7]=[C:6]([CH:8]=[O:9])[C:5]([F:10])=[CH:4][N:3]=1.[BH4-].[Na+]. Product: [Br:1][C:2]1[CH:7]=[C:6]([CH2:8][OH:9])[C:5]([F:10])=[CH:4][N:3]=1. The catalyst class is: 5.